This data is from Catalyst prediction with 721,799 reactions and 888 catalyst types from USPTO. The task is: Predict which catalyst facilitates the given reaction. Reactant: [NH2:1][CH2:2][CH2:3][CH2:4][N:5]1[CH2:10][CH2:9][CH:8]([C:11]2[CH:12]=[C:13]([NH:17][C:18](=[O:22])[CH:19]([CH3:21])[CH3:20])[CH:14]=[CH:15][CH:16]=2)[CH2:7][CH2:6]1.[F:23][C:24]1[CH:29]=[CH:28][C:27]([CH2:30][C:31](Cl)=[O:32])=[CH:26][CH:25]=1. Product: [F:23][C:24]1[CH:29]=[CH:28][C:27]([CH2:30][C:31]([NH:1][CH2:2][CH2:3][CH2:4][N:5]2[CH2:10][CH2:9][CH:8]([C:11]3[CH:12]=[C:13]([NH:17][C:18](=[O:22])[CH:19]([CH3:20])[CH3:21])[CH:14]=[CH:15][CH:16]=3)[CH2:7][CH2:6]2)=[O:32])=[CH:26][CH:25]=1. The catalyst class is: 1.